This data is from Forward reaction prediction with 1.9M reactions from USPTO patents (1976-2016). The task is: Predict the product of the given reaction. Given the reactants [CH2:1]([O:8][C:9]1[S:13][C:12]([CH:14]=O)=[CH:11][CH:10]=1)[C:2]1[CH:7]=[CH:6][CH:5]=[CH:4][CH:3]=1.[N:16]1C=CC=CC=1.Cl.NO.C(N1C=CN=C1)(N1C=CN=C1)=O.C(N(CC)CC)C, predict the reaction product. The product is: [CH2:1]([O:8][C:9]1[S:13][C:12]([C:14]#[N:16])=[CH:11][CH:10]=1)[C:2]1[CH:7]=[CH:6][CH:5]=[CH:4][CH:3]=1.